The task is: Predict the product of the given reaction.. This data is from Forward reaction prediction with 1.9M reactions from USPTO patents (1976-2016). (1) Given the reactants C([O:8][CH2:9][CH2:10][N:11]1[CH2:16][CH2:15][N:14]([C:17]2[CH:22]=[CH:21][C:20]([C:23]([O:32][CH2:33][O:34][CH3:35])([C:28]([F:31])([F:30])[F:29])[C:24]([F:27])([F:26])[F:25])=[CH:19][C:18]=2/[CH:36]=[CH:37]\[CH3:38])[CH2:13][CH2:12]1)C1C=CC=CC=1, predict the reaction product. The product is: [F:26][C:24]([F:25])([F:27])[C:23]([C:20]1[CH:21]=[CH:22][C:17]([N:14]2[CH2:13][CH2:12][N:11]([CH2:10][CH2:9][OH:8])[CH2:16][CH2:15]2)=[C:18]([CH2:36][CH2:37][CH3:38])[CH:19]=1)([O:32][CH2:33][O:34][CH3:35])[C:28]([F:31])([F:30])[F:29]. (2) Given the reactants [CH2:1]([O:3][C:4](=[O:13])[C:5]1[CH:10]=[CH:9][CH:8]=[C:7]([NH:11][NH2:12])[CH:6]=1)[CH3:2].O=[C:15]([CH3:19])[CH2:16][C:17]#[N:18].Cl, predict the reaction product. The product is: [NH2:18][C:17]1[N:11]([C:7]2[CH:6]=[C:5]([CH:10]=[CH:9][CH:8]=2)[C:4]([O:3][CH2:1][CH3:2])=[O:13])[N:12]=[C:15]([CH3:19])[CH:16]=1. (3) The product is: [Cl:13][C:5]1[C:4]2[C:9](=[CH:10][CH:11]=[C:2]([NH:18][CH2:17][C:16]3[CH:19]=[CH:20][CH:21]=[C:22]([F:23])[C:15]=3[F:14])[CH:3]=2)[C:8](=[O:12])[NH:7][N:6]=1. Given the reactants Br[C:2]1[CH:3]=[C:4]2[C:9](=[CH:10][CH:11]=1)[C:8](=[O:12])[NH:7][N:6]=[C:5]2[Cl:13].[F:14][C:15]1[C:22]([F:23])=[CH:21][CH:20]=[CH:19][C:16]=1[CH2:17][NH2:18].C1C=CC(P(C2C(C3C(P(C4C=CC=CC=4)C4C=CC=CC=4)=CC=C4C=3C=CC=C4)=C3C(C=CC=C3)=CC=2)C2C=CC=CC=2)=CC=1.CC([O-])(C)C.[Na+], predict the reaction product. (4) Given the reactants [N:1]1([CH2:7][CH2:8][N:9]2[CH2:14][CH2:13][O:12][CH2:11][CH2:10]2)[CH2:6][CH2:5][NH:4][CH2:3][CH2:2]1.[ClH:15].[CH3:16][O:17][C:18]1[C:26]2[O:25][C:24]([CH3:28])([CH3:27])[CH2:23][C:22]=2[C:21]([C:29]2[C@@H:38]3[C@@H:33]([CH2:34][CH:35]=[CH:36][CH2:37]3)[C:32](=[O:39])[N:31]([C:40]3C=CC(C(N4CCN(C/C=C/C5C=CC=CC=5)CC4)=O)=CC=3)[N:30]=2)=[CH:20][CH:19]=1, predict the reaction product. The product is: [ClH:15].[ClH:15].[CH3:16][O:17][C:18]1[C:26]2[O:25][C:24]([CH3:28])([CH3:27])[CH2:23][C:22]=2[C:21]([C:29]2[C@H:38]3[C@H:33]([CH2:34][CH:35]=[CH:36][CH2:37]3)[C:32](=[O:39])[N:31]([CH2:40][C:36]3[CH:37]=[CH:38][C:33]([C:32]([N:4]4[CH2:3][CH2:2][N:1]([CH2:7][CH2:8][N:9]5[CH2:10][CH2:11][O:12][CH2:13][CH2:14]5)[CH2:6][CH2:5]4)=[O:39])=[CH:34][CH:35]=3)[N:30]=2)=[CH:20][CH:19]=1. (5) Given the reactants [N:1]([C@H:4]1[C@@H:9]([CH3:10])[CH2:8][N:7]([C:11]2[CH:16]=[CH:15][N:14]=[CH:13][C:12]=2[NH:17][C:18](=[O:34])[C:19]2[CH:24]=[CH:23][C:22]([F:25])=[C:21]([C:26]3[C:31]([F:32])=[CH:30][CH:29]=[CH:28][C:27]=3[F:33])[N:20]=2)[CH2:6][C@H:5]1[NH:35][C:36](=[O:42])[O:37][C:38]([CH3:41])([CH3:40])[CH3:39])=[N+:2]=[N-:3].C.[CH3:44][O:45][CH2:46][C:47]#[CH:48].C(N(CC)CC)C, predict the reaction product. The product is: [F:32][C:31]1[CH:30]=[CH:29][CH:28]=[C:27]([F:33])[C:26]=1[C:21]1[N:20]=[C:19]([C:18]([NH:17][C:12]2[CH:13]=[N:14][CH:15]=[CH:16][C:11]=2[N:7]2[CH2:8][C@H:9]([CH3:10])[C@H:4]([N:1]3[CH:48]=[C:47]([CH2:46][O:45][CH3:44])[N:3]=[N:2]3)[C@H:5]([NH:35][C:36](=[O:42])[O:37][C:38]([CH3:41])([CH3:40])[CH3:39])[CH2:6]2)=[O:34])[CH:24]=[CH:23][C:22]=1[F:25]. (6) Given the reactants [C:1]([O:5][C:6]([NH:8][C@H:9]([C:19]([N:21]1[CH2:28][CH2:27][CH2:26][C@H:22]1[C:23]([NH2:25])=O)=[O:20])[C@@H:10]([CH3:18])[C:11]1[CH:16]=[CH:15][C:14]([F:17])=[CH:13][CH:12]=1)=[O:7])([CH3:4])([CH3:3])[CH3:2].N1C(Cl)=NC(Cl)=NC=1Cl, predict the reaction product. The product is: [C:1]([O:5][C:6]([NH:8][C@H:9]([C:19]([N:21]1[CH2:28][CH2:27][CH2:26][CH:22]1[C:23]#[N:25])=[O:20])[CH:10]([CH3:18])[C:11]1[CH:16]=[CH:15][C:14]([F:17])=[CH:13][CH:12]=1)=[O:7])([CH3:2])([CH3:3])[CH3:4]. (7) Given the reactants C([O:3][C:4](=[O:14])[C:5]1[CH:10]=[C:9]([Br:11])[C:8]([CH3:12])=[CH:7][C:6]=1[NH2:13])C.NC1C(Cl)=C(C=O)C(C(F)(F)F)=CC=1C(O)=O, predict the reaction product. The product is: [NH2:13][C:6]1[CH:7]=[C:8]([CH3:12])[C:9]([Br:11])=[CH:10][C:5]=1[C:4]([OH:14])=[O:3]. (8) Given the reactants [CH3:1][C:2]1[CH:7]=[CH:6][N:5]=[CH:4][C:3]=1[N:8]1[CH2:12][CH2:11][NH:10][C:9]1=[O:13].Br[C:15]1[C:23]2[C:18](=[CH:19][CH:20]=[CH:21][CH:22]=2)[N:17]([S:24]([C:27]2[CH:32]=[CH:31][C:30]([CH3:33])=[CH:29][CH:28]=2)(=[O:26])=[O:25])[CH:16]=1.N[C@@H]1CCCC[C@H]1N.P([O-])([O-])([O-])=O.[K+].[K+].[K+], predict the reaction product. The product is: [CH3:1][C:2]1[CH:7]=[CH:6][N:5]=[CH:4][C:3]=1[N:8]1[CH2:12][CH2:11][N:10]([C:15]2[C:23]3[C:18](=[CH:19][CH:20]=[CH:21][CH:22]=3)[N:17]([S:24]([C:27]3[CH:32]=[CH:31][C:30]([CH3:33])=[CH:29][CH:28]=3)(=[O:26])=[O:25])[CH:16]=2)[C:9]1=[O:13].